This data is from Reaction yield outcomes from USPTO patents with 853,638 reactions. The task is: Predict the reaction yield, written as a fraction of the theoretical maximum amount of product (1.0 means a 100% yield; for example, 0.34 means a 34% yield). (1) The reactants are [OH:1][CH2:2][CH2:3][NH:4][CH2:5][C:6]([N:8]1[CH2:13][CH2:12][S:11][C:10]2[CH:14]=[CH:15][C:16]([N+:18]([O-:20])=[O:19])=[CH:17][C:9]1=2)=[O:7].C(N(CC)CC)C.[C:28](O[C:28]([O:30][C:31]([CH3:34])([CH3:33])[CH3:32])=[O:29])([O:30][C:31]([CH3:34])([CH3:33])[CH3:32])=[O:29]. The catalyst is O1CCOCC1.C(OCC)(=O)C. The product is [OH:1][CH2:2][CH2:3][N:4]([CH2:5][C:6]([N:8]1[CH2:13][CH2:12][S:11][C:10]2[CH:14]=[CH:15][C:16]([N+:18]([O-:20])=[O:19])=[CH:17][C:9]1=2)=[O:7])[C:28](=[O:29])[O:30][C:31]([CH3:34])([CH3:33])[CH3:32]. The yield is 0.990. (2) The reactants are Br[CH2:2][C:3]1[CH:4]=[C:5]2[C:10](=[CH:11][CH:12]=1)[N:9]=[CH:8][CH:7]=[N:6]2.[C-:13]#[N:14].[Na+]. The catalyst is C(O)C. The product is [N:9]1[C:10]2[C:5](=[CH:4][C:3]([CH2:2][C:13]#[N:14])=[CH:12][CH:11]=2)[N:6]=[CH:7][CH:8]=1. The yield is 0.230. (3) The reactants are FC(F)(F)C(O)=O.C(OC([N:15]1[CH2:34][CH2:33][C:18]2[N:19]=[C:20]([NH:23][C:24](=[O:32])[C:25]3[CH:30]=[CH:29][CH:28]=[C:27]([Cl:31])[CH:26]=3)[N:21]=[CH:22][C:17]=2[CH2:16]1)=O)(C)(C)C.C(N(CC)CC)C.[Br:42][C:43]1[CH:44]=[C:45]([S:49](Cl)(=[O:51])=[O:50])[CH:46]=[CH:47][CH:48]=1. The catalyst is C(Cl)Cl. The product is [Br:42][C:43]1[CH:44]=[C:45]([S:49]([N:15]2[CH2:34][CH2:33][C:18]3[N:19]=[C:20]([NH:23][C:24](=[O:32])[C:25]4[CH:30]=[CH:29][CH:28]=[C:27]([Cl:31])[CH:26]=4)[N:21]=[CH:22][C:17]=3[CH2:16]2)(=[O:51])=[O:50])[CH:46]=[CH:47][CH:48]=1. The yield is 0.810. (4) The reactants are [CH2:1]([C@@H:8]1[NH:13][CH2:12][CH2:11][N:10]([C:14]2[CH:19]=[CH:18][C:17]([O:20][CH3:21])=[C:16]([O:22][CH:23]3[CH2:27][CH2:26][CH2:25][CH2:24]3)[CH:15]=2)[CH2:9]1)[C:2]1[CH:7]=[CH:6][CH:5]=[CH:4][CH:3]=1.[C:28](O[BH-](OC(=O)C)OC(=O)C)(=O)C. The catalyst is C(Cl)Cl. The product is [CH2:1]([C@H:8]1[CH2:9][N:10]([C:14]2[CH:19]=[CH:18][C:17]([O:20][CH3:21])=[C:16]([O:22][CH:23]3[CH2:27][CH2:26][CH2:25][CH2:24]3)[CH:15]=2)[CH2:11][CH2:12][N:13]1[CH3:28])[C:2]1[CH:3]=[CH:4][CH:5]=[CH:6][CH:7]=1. The yield is 0.910. (5) The reactants are [NH2:1][C:2]([C:6]1[CH:11]=[C:10]([Br:12])[CH:9]=[CH:8][C:7]=1[F:13])([CH3:5])[CH2:3][OH:4].C(N(CC)CC)C.Br[CH:22]([CH2:26][C:27]1[CH:32]=[CH:31][CH:30]=[CH:29][CH:28]=1)[C:23](Cl)=[O:24]. The catalyst is C(#N)C. The product is [Br:12][C:10]1[CH:9]=[CH:8][C:7]([F:13])=[C:6]([C:2]([NH:1][C:23](=[O:24])[CH:22]=[CH:26][C:27]2[CH:32]=[CH:31][CH:30]=[CH:29][CH:28]=2)([CH3:5])[CH2:3][OH:4])[CH:11]=1. The yield is 0.100. (6) The catalyst is CO. The product is [Cl:3][C:4]1[CH:9]=[CH:8][CH:7]=[CH:6][C:5]=1[NH:10][C:11]([C:13]1[S:26][C:16]2[C:17]3[CH:25]=[N:24][CH:23]=[CH:22][C:18]=3[O:19][CH2:20][CH2:21][C:15]=2[CH:14]=1)=[N:1][NH2:2]. The reactants are [NH2:1][NH2:2].[Cl:3][C:4]1[CH:9]=[CH:8][CH:7]=[CH:6][C:5]=1[NH:10][C:11]([C:13]1[S:26][C:16]2[C:17]3[CH:25]=[N:24][CH:23]=[CH:22][C:18]=3[O:19][CH2:20][CH2:21][C:15]=2[CH:14]=1)=S. The yield is 0.900. (7) The reactants are [CH3:1][C:2]1[CH:11]=[CH:10][C:9]2[C:4](=[C:5]([OH:12])[CH:6]=[CH:7][CH:8]=2)[N:3]=1.[C:13](Cl)(=[O:15])[CH3:14].[Cl-].[Al+3].[Cl-].[Cl-].Cl. The catalyst is [N+](C1C=CC=CC=1)([O-])=O.O. The product is [OH:12][C:5]1[CH:6]=[CH:7][C:8]([C:13](=[O:15])[CH3:14])=[C:9]2[C:4]=1[N:3]=[C:2]([CH3:1])[CH:11]=[CH:10]2. The yield is 0.700. (8) The reactants are [N+:1]([C:4]1[CH:9]=[CH:8][C:7]([C:10]2[CH:15]=[CH:14][C:13]([C:16]([F:19])([F:18])[F:17])=[CH:12][CH:11]=2)=[CH:6][C:5]=1[CH2:20]O)([O-:3])=[O:2].P(Br)(Br)[Br:23]. The product is [Br:23][CH2:20][C:5]1[CH:6]=[C:7]([C:10]2[CH:15]=[CH:14][C:13]([C:16]([F:19])([F:18])[F:17])=[CH:12][CH:11]=2)[CH:8]=[CH:9][C:4]=1[N+:1]([O-:3])=[O:2]. The yield is 0.340. The catalyst is C1C=CC=CC=1.N1C=CC=CC=1.O. (9) The reactants are [Cl:1][C:2]1[N:7]=[CH:6][C:5]2[S:8][C:9]3[CH:14]=[CH:13][C:12](Br)=[CH:11][C:10]=3[C:4]=2[CH:3]=1.[CH:16]1[C:33]2[C:32]3[C:27](=[CH:28][CH:29]=[CH:30][CH:31]=3)[C:26]3[C:21](=[CH:22][CH:23]=[CH:24][CH:25]=3)[C:20]=2[CH:19]=[CH:18][C:17]=1B(O)O.[O-]P([O-])([O-])=O.[K+].[K+].[K+].C1(C)C=CC=CC=1. The catalyst is C1C=CC(/C=C/C(/C=C/C2C=CC=CC=2)=O)=CC=1.C1C=CC(/C=C/C(/C=C/C2C=CC=CC=2)=O)=CC=1.C1C=CC(/C=C/C(/C=C/C2C=CC=CC=2)=O)=CC=1.[Pd].[Pd].C1(P(C2CCCCC2)C2C=CC=CC=2C2C(OC)=CC=CC=2OC)CCCCC1.O. The product is [Cl:1][C:2]1[N:7]=[CH:6][C:5]2[S:8][C:9]3[CH:14]=[CH:13][C:12]([C:29]4[CH:30]=[CH:31][C:32]5[C:33]6[C:20](=[CH:19][CH:18]=[CH:17][CH:16]=6)[C:21]6[C:26](=[CH:25][CH:24]=[CH:23][CH:22]=6)[C:27]=5[CH:28]=4)=[CH:11][C:10]=3[C:4]=2[CH:3]=1. The yield is 0.700.